This data is from Forward reaction prediction with 1.9M reactions from USPTO patents (1976-2016). The task is: Predict the product of the given reaction. (1) Given the reactants [N:1]1[C:10]2[C:5](=[CH:6][CH:7]=[CH:8][CH:9]=2)[CH:4]=[C:3]([NH2:11])[CH:2]=1.[F:12][C:13]([F:31])([F:30])[C:14]([C:17]1[CH:26]=[CH:25][C:24]2[CH2:23][C@H:22]([C:27](O)=[O:28])[CH2:21][CH2:20][C:19]=2[N:18]=1)([CH3:16])[CH3:15].F[P-](F)(F)(F)(F)F.C[N+](C)=C(N(C)C)ON1C2N=CC=CC=2N=N1.C(N(CC)C(C)C)(C)C.C1C=NC2N(O)N=NC=2C=1, predict the reaction product. The product is: [N:1]1[C:10]2[C:5](=[CH:6][CH:7]=[CH:8][CH:9]=2)[CH:4]=[C:3]([NH:11][C:27]([C@@H:22]2[CH2:21][CH2:20][C:19]3[N:18]=[C:17]([C:14]([CH3:16])([CH3:15])[C:13]([F:31])([F:30])[F:12])[CH:26]=[CH:25][C:24]=3[CH2:23]2)=[O:28])[CH:2]=1. (2) Given the reactants [CH2:1]([O:8][NH:9][C:10]([C@H:12]1[C@H:17]2[O:18]C(C)(C)[O:20][C@@H:16]2[C@H:15]([OH:23])[CH2:14][N:13]1[S:24]([C:27]1[CH:32]=[CH:31][C:30]([O:33][C:34]2[CH:39]=[CH:38][CH:37]=[CH:36][CH:35]=2)=[CH:29][CH:28]=1)(=[O:26])=[O:25])=[O:11])[C:2]1[CH:7]=[CH:6][CH:5]=[CH:4][CH:3]=1, predict the reaction product. The product is: [CH2:1]([O:8][NH:9][C:10]([C@H:12]1[C@@H:17]([OH:18])[C@H:16]([OH:20])[C@H:15]([OH:23])[CH2:14][N:13]1[S:24]([C:27]1[CH:32]=[CH:31][C:30]([O:33][C:34]2[CH:39]=[CH:38][CH:37]=[CH:36][CH:35]=2)=[CH:29][CH:28]=1)(=[O:25])=[O:26])=[O:11])[C:2]1[CH:3]=[CH:4][CH:5]=[CH:6][CH:7]=1. (3) Given the reactants [CH:1]1[C:13]2[CH:12]([CH2:14][O:15][C:16]([N:18]3[CH:22]=[CH:21][C:20]([NH:23][C:24](=[O:50])[C:25]([C:27]4([NH:31][C:32](=[O:49])[CH:33]([NH:41][C:42]([O:44][C:45](C)(C)[CH3:46])=[O:43])[CH2:34][C:35]5([F:40])[CH2:39][CH2:38][CH2:37][CH2:36]5)[CH2:30][CH2:29][CH2:28]4)=[O:26])=[N:19]3)=[O:17])[C:11]3[C:6](=[CH:7][CH:8]=[CH:9][CH:10]=3)[C:5]=2[CH:4]=[CH:3][CH:2]=1.ClC(OCC)=O, predict the reaction product. The product is: [CH:1]1[C:13]2[CH:12]([CH2:14][O:15][C:16]([N:18]3[CH:22]=[CH:21][C:20]([NH:23][C:24](=[O:50])[CH:25]([C:27]4([NH:31][C:32](=[O:49])[CH:33]([NH:41][C:42]([O:44][CH2:45][CH3:46])=[O:43])[CH2:34][C:35]5([F:40])[CH2:39][CH2:38][CH2:37][CH2:36]5)[CH2:28][CH2:29][CH2:30]4)[OH:26])=[N:19]3)=[O:17])[C:11]3[C:6](=[CH:7][CH:8]=[CH:9][CH:10]=3)[C:5]=2[CH:4]=[CH:3][CH:2]=1.